Dataset: Forward reaction prediction with 1.9M reactions from USPTO patents (1976-2016). Task: Predict the product of the given reaction. Given the reactants C(N(C(C)C)CC)(C)C.[NH:10]1[CH2:14][CH2:13][CH2:12][CH2:11]1.Br[CH2:16][C:17]([C:19]1[CH:24]=[CH:23][C:22]([Br:25])=[CH:21][CH:20]=1)=[O:18].O.C(=O)(O)[O-].[Na+], predict the reaction product. The product is: [Br:25][C:22]1[CH:23]=[CH:24][C:19]([C:17](=[O:18])[CH2:16][N:10]2[CH2:14][CH2:13][CH2:12][CH2:11]2)=[CH:20][CH:21]=1.